This data is from Forward reaction prediction with 1.9M reactions from USPTO patents (1976-2016). The task is: Predict the product of the given reaction. Given the reactants I[C:2]1[N:10]=[C:9]2[C:5]([N:6]=[CH:7][N:8]2[CH:11]([CH3:13])[CH3:12])=[C:4]([NH:14][CH2:15][CH2:16][C:17]2[CH:22]=[CH:21][C:20]([OH:23])=[CH:19][CH:18]=2)[N:3]=1.[Cl:24][C:25]1[CH:26]=[C:27](B(O)O)[CH:28]=[N:29][CH:30]=1, predict the reaction product. The product is: [Cl:24][C:25]1[CH:26]=[C:27]([C:2]2[N:10]=[C:9]3[C:5]([N:6]=[CH:7][N:8]3[CH:11]([CH3:13])[CH3:12])=[C:4]([NH:14][CH2:15][CH2:16][C:17]3[CH:22]=[CH:21][C:20]([OH:23])=[CH:19][CH:18]=3)[N:3]=2)[CH:28]=[N:29][CH:30]=1.